This data is from Peptide-MHC class II binding affinity with 134,281 pairs from IEDB. The task is: Regression. Given a peptide amino acid sequence and an MHC pseudo amino acid sequence, predict their binding affinity value. This is MHC class II binding data. (1) The peptide sequence is RDIFLSQHHPSSLLL. The MHC is H-2-IAb with pseudo-sequence H-2-IAb. The binding affinity (normalized) is 0.120. (2) The peptide sequence is GEPGIAGFKGEQAPK. The MHC is H-2-IAq with pseudo-sequence H-2-IAq. The binding affinity (normalized) is 0.260.